Dataset: Reaction yield outcomes from USPTO patents with 853,638 reactions. Task: Predict the reaction yield, written as a fraction of the theoretical maximum amount of product (1.0 means a 100% yield; for example, 0.34 means a 34% yield). (1) The reactants are [O:1]1[C:5]2[CH:6]=[CH:7][C:8]([C:10]3[S:11][CH:12]=[C:13]([C:15]([OH:17])=O)[N:14]=3)=[CH:9][C:4]=2[CH2:3][CH2:2]1.[N:18]1([C:24]2[S:28][C:27]([NH2:29])=[N:26][N:25]=2)[CH2:23][CH2:22][O:21][CH2:20][CH2:19]1.CN(C(ON1N=NC2C=CC=CC1=2)=[N+](C)C)C.F[P-](F)(F)(F)(F)F. The catalyst is N1C=CC=CC=1. The product is [O:1]1[C:5]2[CH:6]=[CH:7][C:8]([C:10]3[S:11][CH:12]=[C:13]([C:15]([NH:29][C:27]4[S:28][C:24]([N:18]5[CH2:19][CH2:20][O:21][CH2:22][CH2:23]5)=[N:25][N:26]=4)=[O:17])[N:14]=3)=[CH:9][C:4]=2[CH2:3][CH2:2]1. The yield is 0.860. (2) The reactants are C[O:2][CH2:3][C@H:4]([CH3:39])[O:5][C:6]1[CH:7]=[C:8]([CH:25]=[C:26]([C:28]2[NH:29][C:30]([C:33]3[O:34][C@@H:35]([CH3:38])[CH2:36][N:37]=3)=[CH:31][CH:32]=2)[CH:27]=1)[O:9][C:10]1[CH:15]=[N:14][C:13]([C:16]([N:18]2[CH2:23][CH2:22][N:21]([CH3:24])[CH2:20][CH2:19]2)=[O:17])=[CH:12][N:11]=1.B(Br)(Br)Br.C(=O)([O-])O.[Na+]. The catalyst is C(Cl)Cl. The product is [CH3:38][C@@H:35]1[O:34][C:33]([C:30]2[NH:29][C:28]([C:26]3[CH:27]=[C:6]([CH:7]=[C:8]([O:9][C:10]4[CH:15]=[N:14][C:13]([C:16]([N:18]5[CH2:19][CH2:20][N:21]([CH3:24])[CH2:22][CH2:23]5)=[O:17])=[CH:12][N:11]=4)[CH:25]=3)[O:5][C@@H:4]([CH3:39])[CH2:3][OH:2])=[CH:32][CH:31]=2)=[N:37][CH2:36]1. The yield is 0.250. (3) The reactants are [ClH:1].[CH2:2]([C:5]1[N:6]=[C:7]([NH2:10])[NH:8][CH:9]=1)[C:3]#[CH:4].[N:11]([CH2:14][C:15]1[NH:19][C:18]2[CH:20]=[C:21]([CH3:25])[C:22]([CH3:24])=[CH:23][C:17]=2[N:16]=1)=[N+:12]=[N-:13]. No catalyst specified. The product is [ClH:1].[ClH:1].[CH3:24][C:22]1[C:21]([CH3:25])=[CH:20][C:18]2[NH:19][C:15]([CH2:14][N:11]3[CH:4]=[C:3]([CH2:2][C:5]4[N:6]=[C:7]([NH2:10])[NH:8][CH:9]=4)[N:13]=[N:12]3)=[N:16][C:17]=2[CH:23]=1. The yield is 0.250. (4) The reactants are [Br:1][C:2]1[CH:11]=[CH:10][C:5]([C:6](OC)=[O:7])=[C:4]([CH2:12]Br)[CH:3]=1.[NH3:14].CO. The catalyst is C1COCC1. The product is [Br:1][C:2]1[CH:3]=[C:4]2[C:5](=[CH:10][CH:11]=1)[C:6](=[O:7])[NH:14][CH2:12]2. The yield is 0.520. (5) The reactants are [CH3:1][O:2][C:3](=[O:33])[C@@H:4]([NH:7][C:8](=[O:32])[C:9]1[CH:14]=[CH:13][C:12]([C:15]#[C:16]/[CH:17]=[CH:18]/[C:19]2[CH:24]=[CH:23][C:22]([CH2:25][N:26]3[CH2:31][CH2:30][O:29][CH2:28][CH2:27]3)=[CH:21][CH:20]=2)=[CH:11][CH:10]=1)[CH2:5][NH2:6].CCN(C(C)C)C(C)C.[Br:43][CH2:44][C:45](Br)=[O:46]. The catalyst is C(Cl)Cl. The product is [CH3:1][O:2][C:3](=[O:33])[C@@H:4]([NH:7][C:8](=[O:32])[C:9]1[CH:14]=[CH:13][C:12]([C:15]#[C:16]/[CH:17]=[CH:18]/[C:19](/[CH3:24])=[CH:20]/[CH:21]=[C:22](\[CH3:23])/[CH2:25][N:26]2[CH2:31][CH2:30][O:29][CH2:28][CH2:27]2)=[CH:11][CH:10]=1)[CH2:5][NH:6][C:45](=[O:46])[CH2:44][Br:43]. The yield is 0.640.